Dataset: Catalyst prediction with 721,799 reactions and 888 catalyst types from USPTO. Task: Predict which catalyst facilitates the given reaction. (1) Reactant: [C:1]([NH:4][C:5]1[CH:6]=[C:7]2[C:12](=[CH:13][CH:14]=1)[C:11](=[O:15])[CH2:10][CH2:9][CH2:8]2)(=[O:3])[CH3:2].[H-].[Na+].[CH3:18]I.O. Product: [CH3:18][N:4]([C:5]1[CH:14]=[CH:13][C:12]2[C:11](=[O:15])[CH2:10][CH2:9][CH2:8][C:7]=2[CH:6]=1)[C:1](=[O:3])[CH3:2]. The catalyst class is: 54. (2) Reactant: [NH2:1][C:2](=[O:37])[CH2:3][CH2:4][CH2:5][O:6][C:7]1[CH:8]=[C:9]2[C:14](=[CH:15][CH:16]=1)[N:13]=[C:12]([CH2:17][CH:18]([CH3:20])[CH3:19])[C:11]([CH2:21][NH:22]C(=O)OC(C)(C)C)=[C:10]2[C:30]1[CH:35]=[CH:34][C:33]([CH3:36])=[CH:32][CH:31]=1. Product: [NH2:22][CH2:21][C:11]1[C:12]([CH2:17][CH:18]([CH3:20])[CH3:19])=[N:13][C:14]2[C:9]([C:10]=1[C:30]1[CH:31]=[CH:32][C:33]([CH3:36])=[CH:34][CH:35]=1)=[CH:8][C:7]([O:6][CH2:5][CH2:4][CH2:3][C:2]([NH2:1])=[O:37])=[CH:16][CH:15]=2. The catalyst class is: 55. (3) Reactant: [C:1](=O)([O-])[O-].[Cs+].[Cs+].[N:7]1[NH:8][N:9]=[N:10][C:11]=1[C:12]1[CH:13]=[C:14]([OH:18])[CH:15]=[CH:16][CH:17]=1.IC. Product: [CH3:1][N:9]1[N:8]=[N:7][C:11]([C:12]2[CH:13]=[C:14]([OH:18])[CH:15]=[CH:16][CH:17]=2)=[N:10]1. The catalyst class is: 213. (4) Reactant: [C:1]([NH:5][C:6]([C:8]1[C:12]2=[N:13][C:14]([C:17]3[C:25]4[C:20](=[CH:21][CH:22]=[C:23]([O:26][CH:27]([F:29])[F:28])[CH:24]=4)[NH:19][N:18]=3)=[CH:15][N:16]=[C:11]2[N:10]([C:30]([C:43]2[CH:48]=[CH:47][CH:46]=[CH:45][CH:44]=2)([C:37]2[CH:42]=[CH:41][CH:40]=[CH:39][CH:38]=2)[C:31]2[CH:36]=[CH:35][CH:34]=[CH:33][CH:32]=2)[CH:9]=1)=[O:7])([CH3:4])([CH3:3])[CH3:2].Cl[CH2:50][CH2:51][CH2:52][S:53]([CH3:56])(=[O:55])=[O:54].C([O-])([O-])=O.[K+].[K+].O. Product: [C:1]([NH:5][C:6]([C:8]1[C:12]2=[N:13][C:14]([C:17]3[C:25]4[C:20](=[CH:21][CH:22]=[C:23]([O:26][CH:27]([F:29])[F:28])[CH:24]=4)[N:19]([CH2:50][CH2:51][CH2:52][S:53]([CH3:56])(=[O:55])=[O:54])[N:18]=3)=[CH:15][N:16]=[C:11]2[N:10]([C:30]([C:37]2[CH:42]=[CH:41][CH:40]=[CH:39][CH:38]=2)([C:31]2[CH:32]=[CH:33][CH:34]=[CH:35][CH:36]=2)[C:43]2[CH:48]=[CH:47][CH:46]=[CH:45][CH:44]=2)[CH:9]=1)=[O:7])([CH3:4])([CH3:2])[CH3:3]. The catalyst class is: 3. (5) Product: [C:9](=[O:15])=[O:10].[Cl:8][C:55]1[N:54]=[C:53]([C@@H:56]2[CH2:60][C@H:59]([CH3:61])[CH2:58][N:57]2[C:62](=[O:63])[C@@H:64]([NH:68][C:69]([O:70][CH3:71])=[O:72])[CH:65]([CH3:66])[CH3:67])[NH:52][C:51]=1[C:48]1[CH:47]=[CH:46][C:45]([C:40]2[CH:41]=[C:42]3[C:37](=[CH:38][CH:39]=2)[CH:36]=[C:35]([C:33]2[N:34]=[C:30]([C@@H:25]4[CH2:26][C@H:27]([CH3:29])[CH2:28][N:24]4[C:22]([C@@H:21]([NH:20][C:18](=[O:19])[O:17][CH3:16])[CH:73]([CH3:75])[CH3:74])=[O:23])[NH:31][CH:32]=2)[CH:44]=[CH:43]3)=[CH:50][CH:49]=1. The catalyst class is: 3. Reactant: C1C(=O)N([Cl:8])C(=O)C1.[C:9]([OH:15])(C(F)(F)F)=[O:10].[CH3:16][O:17][C:18]([NH:20][C@@H:21]([CH:73]([CH3:75])[CH3:74])[C:22]([N:24]1[CH2:28][C@@H:27]([CH3:29])[CH2:26][C@H:25]1[C:30]1[NH:31][CH:32]=[C:33]([C:35]2[CH:36]=[C:37]3[C:42](=[CH:43][CH:44]=2)[CH:41]=[C:40]([C:45]2[CH:50]=[CH:49][C:48]([C:51]4[N:52]=[C:53]([C@@H:56]5[CH2:60][C@H:59]([CH3:61])[CH2:58][N:57]5[C:62]([C@@H:64]([NH:68][C:69](=[O:72])[O:70][CH3:71])[CH:65]([CH3:67])[CH3:66])=[O:63])[NH:54][CH:55]=4)=[CH:47][CH:46]=2)[CH:39]=[CH:38]3)[N:34]=1)=[O:23])=[O:19]. (6) Reactant: C(N(CC)CC)C.Cl.[Cl:9][C:10]1[CH:11]=[C:12]2[C:16](=[CH:17][CH:18]=1)[NH:15][CH:14]=[C:13]2[CH2:19][CH2:20][NH2:21].[Cl:22][CH2:23][C:24]1[CH:32]=[CH:31][C:27]([C:28](Cl)=[O:29])=[CH:26][CH:25]=1. Product: [Cl:9][C:10]1[CH:11]=[C:12]2[C:16](=[CH:17][CH:18]=1)[NH:15][CH:14]=[C:13]2[CH2:19][CH2:20][NH:21][C:28](=[O:29])[C:27]1[CH:31]=[CH:32][C:24]([CH2:23][Cl:22])=[CH:25][CH:26]=1. The catalyst class is: 4. (7) Reactant: [C:1]([C:3]1[CH:4]=[C:5]([CH:17]=[C:18]([C:22]([F:25])([F:24])[F:23])[C:19]=1[O:20][CH3:21])[C:6]([N:8]1[C:12]2[CH:13]=[CH:14][CH:15]=[CH:16][C:11]=2[S:10][CH2:9]1)=[O:7])#[N:2].ClC1C=CC=C(C(OO)=[O:34])C=1. Product: [C:1]([C:3]1[CH:4]=[C:5]([CH:17]=[C:18]([C:22]([F:25])([F:24])[F:23])[C:19]=1[O:20][CH3:21])[C:6]([N:8]1[C:12]2[CH:13]=[CH:14][CH:15]=[CH:16][C:11]=2[S:10](=[O:34])[CH2:9]1)=[O:7])#[N:2]. The catalyst class is: 22. (8) The catalyst class is: 13. Product: [CH2:14]([O:13][C:11]1[CH:12]=[C:7]([N:27]2[CH2:28][CH2:29][CH2:30][CH:25]([CH3:24])[CH2:26]2)[N:8]=[CH:9][N:10]=1)[C:15]#[C:16][CH3:17]. Reactant: CN(C)C=O.Cl[C:7]1[CH:12]=[C:11]([O:13][CH2:14][C:15]#[C:16][CH3:17])[N:10]=[CH:9][N:8]=1.C(=O)([O-])[O-].[K+].[K+].[CH3:24][CH:25]1[CH2:30][CH2:29][CH2:28][NH:27][CH2:26]1. (9) Reactant: [OH:1][C:2]1[CH:3]=[C:4]([CH:14]=[CH:15][CH:16]=1)[CH2:5][NH:6][C:7](=[O:13])[O:8][C:9]([CH3:12])([CH3:11])[CH3:10].F[C:18]1[CH:27]=[CH:26][C:21]([C:22]([O:24][CH3:25])=[O:23])=[CH:20][CH:19]=1.C(=O)([O-])[O-].[Cs+].[Cs+]. Product: [C:9]([O:8][C:7]([NH:6][CH2:5][C:4]1[CH:3]=[C:2]([CH:16]=[CH:15][CH:14]=1)[O:1][C:18]1[CH:27]=[CH:26][C:21]([C:22]([O:24][CH3:25])=[O:23])=[CH:20][CH:19]=1)=[O:13])([CH3:12])([CH3:11])[CH3:10]. The catalyst class is: 115.